From a dataset of Reaction yield outcomes from USPTO patents with 853,638 reactions. Predict the reaction yield, written as a fraction of the theoretical maximum amount of product (1.0 means a 100% yield; for example, 0.34 means a 34% yield). (1) The reactants are [CH3:1][O:2][C:3]1[CH:22]=[CH:21][C:6]([CH2:7][N:8]2[C:12]3[N:13]=[CH:14][C:15]4[CH2:16][NH:17][CH2:18][CH2:19][C:20]=4[C:11]=3[CH:10]=[N:9]2)=[CH:5][CH:4]=1.[CH3:23]CN(CC)CC.[CH3:30][O:31][C:32]1[CH:33]=[C:34]([CH:37]=[CH:38][CH:39]=1)C=O.C(O[BH-](OC(=O)C)OC(=O)C)(=O)C.C[N+](C)(C)C.[OH-].[Na+]. The catalyst is ClC(Cl)C. The product is [CH3:1][O:2][C:3]1[CH:4]=[CH:5][C:6]([CH2:7][N:8]2[C:12]3[N:13]=[CH:14][C:15]4[CH2:16][N:17]([CH2:23][C:37]5[CH:38]=[CH:39][C:32]([O:31][CH3:30])=[CH:33][CH:34]=5)[CH2:18][CH2:19][C:20]=4[C:11]=3[CH:10]=[N:9]2)=[CH:21][CH:22]=1. The yield is 0.670. (2) The reactants are [C@@H:1]12[CH2:7][C:6](=[CH:8][C:9]([OH:11])=[O:10])[C@@H:5]1[CH2:4][CH2:3][CH2:2]2.S(=O)(=O)(O)O.[OH-].[Na+].[CH3:19][CH2:20]CCCCC. The catalyst is C(O)C.O. The product is [C@@H:1]12[CH2:7][C:6](=[CH:8][C:9]([O:11][CH2:19][CH3:20])=[O:10])[C@@H:5]1[CH2:4][CH2:3][CH2:2]2. The yield is 0.890.